Dataset: NCI-60 drug combinations with 297,098 pairs across 59 cell lines. Task: Regression. Given two drug SMILES strings and cell line genomic features, predict the synergy score measuring deviation from expected non-interaction effect. (1) Drug 2: CC1CC2C3CCC4=CC(=O)C=CC4(C3(C(CC2(C1(C(=O)CO)O)C)O)F)C. Synergy scores: CSS=18.0, Synergy_ZIP=11.1, Synergy_Bliss=15.3, Synergy_Loewe=15.4, Synergy_HSA=15.4. Cell line: SK-OV-3. Drug 1: C1CC2CC3=C(CC1C24CN(S(=O)(=O)N4)CC(F)(F)F)C=CC(=C3)C=CCN5CCC(CC5)C(F)(F)F. (2) Drug 2: CC1=C(C(=CC=C1)Cl)NC(=O)C2=CN=C(S2)NC3=CC(=NC(=N3)C)N4CCN(CC4)CCO. Cell line: OVCAR-4. Drug 1: CCCS(=O)(=O)NC1=C(C(=C(C=C1)F)C(=O)C2=CNC3=C2C=C(C=N3)C4=CC=C(C=C4)Cl)F. Synergy scores: CSS=4.83, Synergy_ZIP=1.75, Synergy_Bliss=6.91, Synergy_Loewe=-0.602, Synergy_HSA=4.51.